This data is from Forward reaction prediction with 1.9M reactions from USPTO patents (1976-2016). The task is: Predict the product of the given reaction. (1) Given the reactants [C:1]([O:4][CH2:5][C:6]([CH3:36])([CH3:35])[CH2:7][N:8]1[C:14]2[CH:15]=[CH:16][C:17]([Cl:19])=[CH:18][C:13]=2[C@@H:12]([C:20]2[CH:25]=[CH:24][CH:23]=[C:22]([O:26][CH3:27])[C:21]=2[O:28][CH3:29])[O:11][C@H:10]([CH2:30][C:31]([OH:33])=O)[C:9]1=[O:34])(=[O:3])[CH3:2].C([N:39](CC)CC)C.ClC(OCC(C)C)=O.N[C:53]1[S:54][CH:55]=[C:56]([C:58]([O:60][CH2:61][CH3:62])=[O:59])[N:57]=1.N1C=CC=CC=1, predict the reaction product. The product is: [C:1]([O:4][CH2:5][C:6]([CH3:36])([CH3:35])[CH2:7][N:8]1[C:14]2[CH:15]=[CH:16][C:17]([Cl:19])=[CH:18][C:13]=2[C@@H:12]([C:20]2[CH:25]=[CH:24][CH:23]=[C:22]([O:26][CH3:27])[C:21]=2[O:28][CH3:29])[O:11][C@H:10]([CH2:30][C:31]([NH:39][C:55]2[S:54][CH:53]=[N:57][C:56]=2[C:58]([O:60][CH2:61][CH3:62])=[O:59])=[O:33])[C:9]1=[O:34])(=[O:3])[CH3:2]. (2) Given the reactants Cl.[N:2]1[CH:7]=[CH:6][CH:5]=[CH:4][C:3]=1[C:8]([NH:10][CH2:11][CH2:12][CH2:13][CH2:14][CH2:15][C:16]([OH:18])=O)=[O:9].F[P-](F)(F)(F)(F)F.N1(OC(N(C)C)=[N+](C)C)C2N=CC=CC=2N=N1.FC(F)(F)C(O)=O.[NH2:50][C@@H:51]([CH:79]([CH3:81])[CH3:80])[C:52]([N:54]1[CH2:58][CH2:57][CH2:56][C@@H:55]1[C:59]([NH:61][CH:62]([CH:76]([CH3:78])[CH3:77])[C@H:63]([OH:75])[C:64]1[O:65][C:66]([C:69]2[CH:74]=[CH:73][CH:72]=[CH:71][CH:70]=2)=[N:67][N:68]=1)=[O:60])=[O:53].CN1CCOCC1, predict the reaction product. The product is: [OH:75][C@H:63]([C:64]1[O:65][C:66]([C:69]2[CH:70]=[CH:71][CH:72]=[CH:73][CH:74]=2)=[N:67][N:68]=1)[CH:62]([NH:61][C:59]([C@H:55]1[CH2:56][CH2:57][CH2:58][N:54]1[C:52](=[O:53])[C@@H:51]([NH:50][C:16](=[O:18])[CH2:15][CH2:14][CH2:13][CH2:12][CH2:11][NH:10][C:8](=[O:9])[C:3]1[CH:4]=[CH:5][CH:6]=[CH:7][N:2]=1)[CH:79]([CH3:80])[CH3:81])=[O:60])[CH:76]([CH3:78])[CH3:77]. (3) Given the reactants [OH:1][C@:2]1([C:13]2[S:14][C:15]([C:18]3[CH:23]=[C:22]([NH:24][C:25]4[N:30]=[C:29]([C:31]([F:34])([F:33])[F:32])[CH:28]=[CH:27][N:26]=4)[CH:21]=[C:20]([CH3:35])[CH:19]=3)=[CH:16][N:17]=2)[CH2:7][CH2:6][C@H:5]([C:8]([OH:10])=O)[C:4]([CH3:12])([CH3:11])[CH2:3]1.[NH2:36][CH2:37][CH2:38][CH2:39][N:40]1[CH2:44][CH2:43][CH2:42][C:41]1=[O:45].C(Cl)CCl.C1C=CC2N(O)N=NC=2C=1.C(N(CC)CC)C, predict the reaction product. The product is: [OH:1][C@:2]1([C:13]2[S:14][C:15]([C:18]3[CH:23]=[C:22]([NH:24][C:25]4[N:30]=[C:29]([C:31]([F:32])([F:33])[F:34])[CH:28]=[CH:27][N:26]=4)[CH:21]=[C:20]([CH3:35])[CH:19]=3)=[CH:16][N:17]=2)[CH2:7][CH2:6][C@H:5]([C:8]([NH:36][CH2:37][CH2:38][CH2:39][N:40]2[CH2:44][CH2:43][CH2:42][C:41]2=[O:45])=[O:10])[C:4]([CH3:12])([CH3:11])[CH2:3]1. (4) Given the reactants [Cl:1][C:2]1[CH:10]=[C:9]([C:11]([NH:13][CH:14]([C:16]2[NH:20][C:19]3[CH:21]=[CH:22][C:23]([Cl:25])=[CH:24][C:18]=3[N:17]=2)[CH3:15])=[O:12])[CH:8]=[CH:7][C:3]=1[C:4](O)=[O:5].[C:26]([N:29]1[CH2:34][CH2:33][NH:32][CH2:31][CH2:30]1)(=[O:28])[CH3:27].C(N(C(C)C)CC)(C)C.ClCl, predict the reaction product. The product is: [C:26]([N:29]1[CH2:34][CH2:33][N:32]([C:4]([C:3]2[CH:7]=[CH:8][C:9]([C:11]([NH:13][CH:14]([C:16]3[NH:20][C:19]4[CH:21]=[CH:22][C:23]([Cl:25])=[CH:24][C:18]=4[N:17]=3)[CH3:15])=[O:12])=[CH:10][C:2]=2[Cl:1])=[O:5])[CH2:31][CH2:30]1)(=[O:28])[CH3:27]. (5) Given the reactants [CH2:1]([NH:8][CH3:9])[C:2]1[CH:7]=[CH:6][CH:5]=[CH:4][CH:3]=1.[O:10]1[CH2:14][CH2:13][CH2:12][C@@H:11]1[C:15]([OH:17])=O.F[B-](F)(F)F.CN(C)C(O)=[N+](C)C.C(=O)([O-])O.[Na+], predict the reaction product. The product is: [CH2:1]([N:8]([CH3:9])[C:15]([C@H:11]1[CH2:12][CH2:13][CH2:14][O:10]1)=[O:17])[C:2]1[CH:7]=[CH:6][CH:5]=[CH:4][CH:3]=1.